From a dataset of Cav3 T-type calcium channel HTS with 100,875 compounds. Binary Classification. Given a drug SMILES string, predict its activity (active/inactive) in a high-throughput screening assay against a specified biological target. (1) The drug is Clc1ccc(S(=O)(=O)N2C(CCC2)C(=O)N\N=C\c2ccc(OCC(=O)N)cc2)cc1. The result is 0 (inactive). (2) The molecule is S(c1n(c(nn1)c1occc1)CC=C)CC(=O)Nc1cc(ccc1OC)C. The result is 0 (inactive). (3) The compound is Brc1ccc(N2C(c3c(n[nH]c3C)C2=O)c2cc(OCC)c(O)cc2)cc1. The result is 0 (inactive). (4) The drug is S(=O)(=O)(N(Cc1c(OCC)cccc1)Cc1occc1)c1cc(OC)c(n2nnnc2)cc1. The result is 0 (inactive). (5) The drug is S(c1cc(OC)c(C(=O)NCc2c(OC)cccc2)cc1)C. The result is 0 (inactive). (6) The result is 0 (inactive). The molecule is s1c(NC(=O)C2CCCCC2)nnc1SCC.